Dataset: Catalyst prediction with 721,799 reactions and 888 catalyst types from USPTO. Task: Predict which catalyst facilitates the given reaction. (1) The catalyst class is: 13. Product: [CH2:1]([N:8]([CH2:20][CH2:21][CH3:22])[C:9]1[C:14]2[N:15]([CH3:19])[C:16]([NH:31][C:24]3[C:25]([CH3:30])=[CH:26][C:27]([CH3:29])=[CH:28][C:23]=3[CH3:32])=[N:17][C:13]=2[CH:12]=[CH:11][CH:10]=1)[C:2]1[CH:7]=[CH:6][CH:5]=[CH:4][CH:3]=1. Reactant: [CH2:1]([N:8]([CH2:20][CH2:21][CH3:22])[C:9]1[C:14]2[N:15]([CH3:19])[C:16](Cl)=[N:17][C:13]=2[CH:12]=[CH:11][CH:10]=1)[C:2]1[CH:7]=[CH:6][CH:5]=[CH:4][CH:3]=1.[C:23]1([CH3:32])[CH:28]=[C:27]([CH3:29])[CH:26]=[C:25]([CH3:30])[C:24]=1[NH2:31]. (2) Reactant: C[O:2][P:3]([CH2:7][CH2:8][C@@H:9]([O:40][CH2:41][C:42]1[CH:47]=[CH:46][CH:45]=[CH:44][CH:43]=1)[C@H:10]([O:32][CH2:33][C:34]1[CH:39]=[CH:38][CH:37]=[CH:36][CH:35]=1)[C@H:11]([O:24][CH2:25][C:26]1[CH:31]=[CH:30][CH:29]=[CH:28][CH:27]=1)[CH2:12][N:13]([O:16][CH2:17][C:18]1[CH:23]=[CH:22][CH:21]=[CH:20][CH:19]=1)[CH:14]=[O:15])(=[O:6])[O:4]C.N1C=CC=CC=1.C[Si](Br)(C)C. Product: [CH2:41]([O:40][C@@H:9]([C@H:10]([O:32][CH2:33][C:34]1[CH:39]=[CH:38][CH:37]=[CH:36][CH:35]=1)[C@H:11]([O:24][CH2:25][C:26]1[CH:31]=[CH:30][CH:29]=[CH:28][CH:27]=1)[CH2:12][N:13]([O:16][CH2:17][C:18]1[CH:19]=[CH:20][CH:21]=[CH:22][CH:23]=1)[CH:14]=[O:15])[CH2:8][CH2:7][P:3](=[O:2])([OH:4])[OH:6])[C:42]1[CH:47]=[CH:46][CH:45]=[CH:44][CH:43]=1. The catalyst class is: 2. (3) Product: [CH2:8]([C:15]1([S:18]([NH2:21])(=[O:19])=[O:20])[CH2:17][CH2:16]1)[CH2:9][CH2:10][CH2:11][CH2:12][CH:13]=[CH2:14]. Reactant: Cl.O1CCOCC1.[CH2:8]([C:15]1([S:18]([NH:21]C(=O)OC(C)(C)C)(=[O:20])=[O:19])[CH2:17][CH2:16]1)[CH2:9][CH2:10][CH2:11][CH2:12][CH:13]=[CH2:14]. The catalyst class is: 6. (4) Reactant: Cl.Cl.[NH2:3][CH2:4][CH2:5][N:6]1[C:14]2[C:13]([O:15][C:16]3[CH:21]=[CH:20][C:19]([NH:22][C:23]([NH:25][C:26]4[CH:31]=[CH:30][CH:29]=[C:28]([C:32]([F:35])([F:34])[F:33])[CH:27]=4)=[O:24])=[C:18]([Cl:36])[CH:17]=3)=[N:12][CH:11]=[N:10][C:9]=2[CH:8]=[CH:7]1.[OH:37][C:38]([CH3:44])([CH3:43])[CH2:39][C:40](O)=[O:41].C(N(CC)CC)C.Cl.C(N=C=NCCCN(C)C)C.ON1C2C=CC=CC=2N=N1. Product: [Cl:36][C:18]1[CH:17]=[C:16]([CH:21]=[CH:20][C:19]=1[NH:22][C:23]([NH:25][C:26]1[CH:31]=[CH:30][CH:29]=[C:28]([C:32]([F:34])([F:35])[F:33])[CH:27]=1)=[O:24])[O:15][C:13]1[C:14]2[N:6]([CH2:5][CH2:4][NH:3][C:40](=[O:41])[CH2:39][C:38]([OH:37])([CH3:44])[CH3:43])[CH:7]=[CH:8][C:9]=2[N:10]=[CH:11][N:12]=1. The catalyst class is: 35. (5) Reactant: [F:1][C:2]1[N:7]=[C:6]([CH2:8][OH:9])[CH:5]=[CH:4][CH:3]=1.[Cl:10][C:11]1[CH:16]=[N:15][CH:14]=[C:13](Cl)[N:12]=1.[H-].[Na+]. Product: [Cl:10][C:11]1[CH:16]=[N:15][CH:14]=[C:13]([O:9][CH2:8][C:6]2[CH:5]=[CH:4][CH:3]=[C:2]([F:1])[N:7]=2)[N:12]=1. The catalyst class is: 1. (6) Reactant: O.[OH-].[Na+].[F:4][C:5]1[C:6]([CH2:14][C:15]#[N:16])=[CH:7][C:8]2[O:12][CH2:11][O:10][C:9]=2[CH:13]=1.Br[CH2:18][CH2:19]Cl. Product: [F:4][C:5]1[C:6]([C:14]2([C:15]#[N:16])[CH2:19][CH2:18]2)=[CH:7][C:8]2[O:12][CH2:11][O:10][C:9]=2[CH:13]=1. The catalyst class is: 596. (7) Reactant: [N:1]([CH2:4][C:5]1[C:13]2[C:8](=[N:9][C:10]([F:14])=[CH:11][CH:12]=2)[N:7]([CH:15]2[CH2:20][CH2:19][CH2:18][CH2:17][O:16]2)[N:6]=1)=[N+]=[N-].[H][H]. Product: [NH2:1][CH2:4][C:5]1[C:13]2[C:8](=[N:9][C:10]([F:14])=[CH:11][CH:12]=2)[N:7]([CH:15]2[CH2:20][CH2:19][CH2:18][CH2:17][O:16]2)[N:6]=1. The catalyst class is: 45. (8) Reactant: [Cl:1][C:2]1[CH:7]=[C:6]([Cl:8])[CH:5]=[CH:4][C:3]=1[C:9]1[N:10]=[C:11]([C@@H:14]([NH:23][C:24]([C@H:26]2[CH2:31][CH2:30][C@H:29]([CH2:32][CH3:33])[CH2:28][CH2:27]2)=[O:25])[CH2:15][C:16]2[CH:21]=[CH:20][C:19]([OH:22])=[CH:18][CH:17]=2)[NH:12][CH:13]=1.Br[CH2:35]/[CH:36]=[CH:37]\[CH3:38]. Product: [CH2:35]([N:12]1[CH:13]=[C:9]([C:3]2[CH:4]=[CH:5][C:6]([Cl:8])=[CH:7][C:2]=2[Cl:1])[N:10]=[C:11]1[C@@H:14]([NH:23][C:24]([C@H:26]1[CH2:27][CH2:28][C@H:29]([CH2:32][CH3:33])[CH2:30][CH2:31]1)=[O:25])[CH2:15][C:16]1[CH:21]=[CH:20][C:19]([OH:22])=[CH:18][CH:17]=1)/[CH:36]=[CH:37]\[CH3:38]. The catalyst class is: 28. (9) Reactant: [NH2:1][C@H:2]1[CH2:20][C:19]2[CH:21]=[C:15]([CH:16]=[CH:17][C:18]=2[OH:22])[C:14]2=[CH:23][C:10](=[C:11]([OH:24])[CH:12]=[CH:13]2)[CH2:9][C@@H:8]([C:25]([NH:27][CH2:28][CH2:29][NH2:30])=[O:26])[NH:7][C:6](=[O:31])[C@H:5]([CH2:32][CH2:33][CH2:34][NH2:35])[NH:4][C:3]1=[O:36].[F:37][C:38]([F:43])([F:42])[C:39]([OH:41])=[O:40]. Product: [F:37][C:38]([F:43])([F:42])[C:39]([OH:41])=[O:40].[F:37][C:38]([F:43])([F:42])[C:39]([OH:41])=[O:40].[F:37][C:38]([F:43])([F:42])[C:39]([OH:41])=[O:40].[NH2:1][C@H:2]1[CH2:20][C:19]2[CH:21]=[C:15]([CH:16]=[CH:17][C:18]=2[OH:22])[C:14]2=[CH:23][C:10](=[C:11]([OH:24])[CH:12]=[CH:13]2)[CH2:9][C@@H:8]([C:25]([NH:27][CH2:28][CH2:29][NH2:30])=[O:26])[NH:7][C:6](=[O:31])[C@H:5]([CH2:32][CH2:33][CH2:34][NH2:35])[NH:4][C:3]1=[O:36]. The catalyst class is: 12. (10) Reactant: [CH3:1][C:2]1[CH:7]=[CH:6][CH:5]=[C:4]([C:8]#[C:9][CH:10]=[C:11]2[CH2:16][CH2:15][NH:14][CH2:13][CH2:12]2)[N:3]=1.Br[C:18]1[O:19][C:20]([N+:23]([O-:25])=[O:24])=[CH:21][CH:22]=1.C(=O)([O-])[O-].[K+].[K+].O. Product: [CH3:1][C:2]1[CH:7]=[CH:6][CH:5]=[C:4]([C:8]#[C:9][CH:10]=[C:11]2[CH2:12][CH2:13][N:14]([C:18]3[O:19][C:20]([N+:23]([O-:25])=[O:24])=[CH:21][CH:22]=3)[CH2:15][CH2:16]2)[N:3]=1. The catalyst class is: 3.